Dataset: Forward reaction prediction with 1.9M reactions from USPTO patents (1976-2016). Task: Predict the product of the given reaction. (1) Given the reactants Br[C:2]1[S:26][C:5]2=[C:6]([NH:12][C@H:13]3[CH2:18][CH2:17][CH2:16][N:15]([C:19]([O:21][C:22]([CH3:25])([CH3:24])[CH3:23])=[O:20])[CH2:14]3)[N:7]=[CH:8][C:9]([C:10]#[N:11])=[C:4]2[CH:3]=1.C(=O)([O-])[O-].[Cs+].[Cs+].[F:33][C:34]1[CH:35]=[C:36](B(O)O)[CH:37]=[CH:38][CH:39]=1, predict the reaction product. The product is: [C:10]([C:9]1[CH:8]=[N:7][C:6]([NH:12][C@H:13]2[CH2:18][CH2:17][CH2:16][N:15]([C:19]([O:21][C:22]([CH3:25])([CH3:24])[CH3:23])=[O:20])[CH2:14]2)=[C:5]2[S:26][C:2]([C:38]3[CH:37]=[CH:36][CH:35]=[C:34]([F:33])[CH:39]=3)=[CH:3][C:4]=12)#[N:11]. (2) Given the reactants Br[C:2]1[C:3]([N:20]2[CH2:25][CH2:24][CH2:23][C@@H:22]([NH:26]C(=O)OC(C)(C)C)[CH2:21]2)=[C:4]2[C:10]([NH:11][C:12](=[O:19])[C:13]3[CH:18]=[CH:17][CH:16]=[N:15][CH:14]=3)=[CH:9][NH:8][C:5]2=[N:6][CH:7]=1.[Li]C.C([Li])CCC.[Cl-:41].[NH4+], predict the reaction product. The product is: [ClH:41].[NH2:26][C@@H:22]1[CH2:23][CH2:24][CH2:25][N:20]([C:3]2[CH:2]=[CH:7][N:6]=[C:5]3[NH:8][CH:9]=[C:10]([NH:11][C:12](=[O:19])[C:13]4[CH:18]=[CH:17][CH:16]=[N:15][CH:14]=4)[C:4]=23)[CH2:21]1. (3) Given the reactants [CH3:1][C:2]1[CH:11]=[CH:10][CH:9]=[CH:8][C:3]=1[C:4]([O:6][CH3:7])=[O:5].C1C(=O)N([Br:19])C(=O)C1.CC(N=NC(C#N)(C)C)(C#N)C, predict the reaction product. The product is: [Br:19][CH2:1][C:2]1[CH:11]=[CH:10][CH:9]=[CH:8][C:3]=1[C:4]([O:6][CH3:7])=[O:5]. (4) Given the reactants Br[C:2]1[CH:10]=[CH:9][C:5]([C:6]([OH:8])=[O:7])=[CH:4][C:3]=1[C:11]([OH:13])=[O:12].C([O-])([O-])=[O:15].[Na+].[Na+], predict the reaction product. The product is: [OH:15][C:2]1[CH:10]=[CH:9][C:5]([C:6]([OH:8])=[O:7])=[CH:4][C:3]=1[C:11]([OH:13])=[O:12]. (5) Given the reactants [O:1]=[C:2]1[C:7]2[CH:8]=[CH:9][CH:10]=[CH:11][C:6]=2[S:5][C:4]([C:12]2[N:17]=[C:16]([CH2:18][O:19][CH2:20][CH2:21][C:22]([O:24]C(C)(C)C)=[O:23])[CH:15]=[CH:14][CH:13]=2)=[N:3]1.FC(F)(F)C(O)=O, predict the reaction product. The product is: [O:1]=[C:2]1[C:7]2[CH:8]=[CH:9][CH:10]=[CH:11][C:6]=2[S:5][C:4]([C:12]2[N:17]=[C:16]([CH2:18][O:19][CH2:20][CH2:21][C:22]([OH:24])=[O:23])[CH:15]=[CH:14][CH:13]=2)=[N:3]1. (6) The product is: [O:15]1[CH2:16][CH2:17][CH2:18][CH2:19][CH:14]1[O:13][CH2:12][CH2:11][O:3][C:4]1[CH:5]=[N:6][CH:7]=[CH:8][CH:9]=1. Given the reactants [H-].[Na+].[OH:3][C:4]1[CH:5]=[N:6][CH:7]=[CH:8][CH:9]=1.Br[CH2:11][CH2:12][O:13][CH:14]1[CH2:19][CH2:18][CH2:17][CH2:16][O:15]1, predict the reaction product. (7) The product is: [C:1]([O:5][C:6]([NH:8][CH2:9][CH:10]1[CH2:15][CH2:14][CH2:13][N:12]([C:21]([NH2:20])=[O:22])[CH2:11]1)=[O:7])([CH3:4])([CH3:2])[CH3:3]. Given the reactants [C:1]([O:5][C:6]([NH:8][CH2:9][CH:10]1[CH2:15][CH2:14][CH2:13][NH:12][CH2:11]1)=[O:7])([CH3:4])([CH3:3])[CH3:2].C[Si]([N:20]=[C:21]=[O:22])(C)C, predict the reaction product. (8) The product is: [CH3:25][S:22]([C:19]1[CH:18]=[N:17][C:16]([N:14]2[CH2:13][CH2:12][C:11]3([CH2:26][CH2:27][NH:8][CH2:9][CH2:10]3)[CH2:15]2)=[N:21][CH:20]=1)(=[O:23])=[O:24]. Given the reactants C(OC([N:8]1[CH2:27][CH2:26][C:11]2([CH2:15][N:14]([C:16]3[N:21]=[CH:20][C:19]([S:22]([CH3:25])(=[O:24])=[O:23])=[CH:18][N:17]=3)[CH2:13][CH2:12]2)[CH2:10][CH2:9]1)=O)(C)(C)C.Cl, predict the reaction product.